Dataset: Full USPTO retrosynthesis dataset with 1.9M reactions from patents (1976-2016). Task: Predict the reactants needed to synthesize the given product. (1) Given the product [Cl:16][C:17]1[N:22]=[C:21]([S:23][C:24]2[CH:25]=[CH:26][C:27]([NH:30][C:31](=[O:34])[CH:32]=[CH2:33])=[CH:28][CH:29]=2)[CH:20]=[CH:19][N:18]=1, predict the reactants needed to synthesize it. The reactants are: ClC1N=C(C2C=CC(SN)=CC=2)C=CN=1.[Cl:16][C:17]1[N:22]=[C:21]([S:23][C:24]2[CH:29]=[CH:28][C:27]([NH2:30])=[CH:26][CH:25]=2)[CH:20]=[CH:19][N:18]=1.[C:31](O)(=[O:34])[CH:32]=[CH2:33]. (2) Given the product [OH:35][C@H:31]1[C@H:32]([OH:34])[CH2:33][N:29]([C:26]([CH:24]2[CH2:23][CH2:22][C:21]3[C:14]4[C:13]([NH:12][C:4]5[CH:5]=[C:6]6[C:10](=[CH:11][C:3]=5[O:2][CH3:1])[NH:9][N:8]=[CH:7]6)=[N:18][CH:17]=[N:16][C:15]=4[S:19][C:20]=3[CH2:25]2)=[O:28])[CH2:30]1, predict the reactants needed to synthesize it. The reactants are: [CH3:1][O:2][C:3]1[CH:11]=[C:10]2[C:6]([CH:7]=[N:8][NH:9]2)=[CH:5][C:4]=1[NH:12][C:13]1[C:14]2[C:21]3[CH2:22][CH2:23][CH:24]([C:26]([OH:28])=O)[CH2:25][C:20]=3[S:19][C:15]=2[N:16]=[CH:17][N:18]=1.[NH:29]1[CH2:33][C@H:32]([OH:34])[C@@H:31]([OH:35])[CH2:30]1.